From a dataset of NCI-60 drug combinations with 297,098 pairs across 59 cell lines. Regression. Given two drug SMILES strings and cell line genomic features, predict the synergy score measuring deviation from expected non-interaction effect. (1) Drug 1: CN1C(=O)N2C=NC(=C2N=N1)C(=O)N. Drug 2: C#CCC(CC1=CN=C2C(=N1)C(=NC(=N2)N)N)C3=CC=C(C=C3)C(=O)NC(CCC(=O)O)C(=O)O. Cell line: U251. Synergy scores: CSS=57.4, Synergy_ZIP=5.25, Synergy_Bliss=4.34, Synergy_Loewe=-7.32, Synergy_HSA=6.78. (2) Drug 1: CC1=C(C(=CC=C1)Cl)NC(=O)C2=CN=C(S2)NC3=CC(=NC(=N3)C)N4CCN(CC4)CCO. Drug 2: CN(CCCl)CCCl.Cl. Cell line: K-562. Synergy scores: CSS=67.6, Synergy_ZIP=-2.10, Synergy_Bliss=-2.29, Synergy_Loewe=-3.23, Synergy_HSA=0.593. (3) Drug 1: CC12CCC(CC1=CCC3C2CCC4(C3CC=C4C5=CN=CC=C5)C)O. Drug 2: C1CCC(C1)C(CC#N)N2C=C(C=N2)C3=C4C=CNC4=NC=N3. Cell line: KM12. Synergy scores: CSS=33.7, Synergy_ZIP=-2.51, Synergy_Bliss=3.42, Synergy_Loewe=-7.18, Synergy_HSA=3.42. (4) Drug 1: C1=CC(=CC=C1CCCC(=O)O)N(CCCl)CCCl. Drug 2: CC1=C(N=C(N=C1N)C(CC(=O)N)NCC(C(=O)N)N)C(=O)NC(C(C2=CN=CN2)OC3C(C(C(C(O3)CO)O)O)OC4C(C(C(C(O4)CO)O)OC(=O)N)O)C(=O)NC(C)C(C(C)C(=O)NC(C(C)O)C(=O)NCCC5=NC(=CS5)C6=NC(=CS6)C(=O)NCCC[S+](C)C)O. Cell line: OVCAR-5. Synergy scores: CSS=3.21, Synergy_ZIP=-3.07, Synergy_Bliss=1.25, Synergy_Loewe=-3.95, Synergy_HSA=-0.596. (5) Drug 2: C(CN)CNCCSP(=O)(O)O. Drug 1: CN(CCCl)CCCl.Cl. Synergy scores: CSS=66.9, Synergy_ZIP=2.55, Synergy_Bliss=2.14, Synergy_Loewe=-19.6, Synergy_HSA=1.10. Cell line: HL-60(TB). (6) Drug 1: C1C(C(OC1N2C=NC3=C2NC=NCC3O)CO)O. Drug 2: N.N.Cl[Pt+2]Cl. Cell line: PC-3. Synergy scores: CSS=26.3, Synergy_ZIP=-8.68, Synergy_Bliss=-0.961, Synergy_Loewe=-1.44, Synergy_HSA=-0.113.